This data is from Catalyst prediction with 721,799 reactions and 888 catalyst types from USPTO. The task is: Predict which catalyst facilitates the given reaction. (1) Reactant: Cl.[NH2:2][CH2:3][CH:4]([NH:12][C:13]([O:15][C:16]([CH3:19])([CH3:18])[CH3:17])=[O:14])[C:5]([O:7][C:8]([CH3:11])([CH3:10])[CH3:9])=[O:6].[CH3:20][C:21]([CH3:23])=O.[BH4-].[Na+].C([O-])(O)=O.[Na+]. Product: [C:16]([O:15][C:13]([NH:12][CH:4]([CH2:3][NH:2][CH:21]([CH3:23])[CH3:20])[C:5]([O:7][C:8]([CH3:9])([CH3:10])[CH3:11])=[O:6])=[O:14])([CH3:19])([CH3:18])[CH3:17]. The catalyst class is: 5. (2) Reactant: [C:1]([C:3]([CH3:11])([CH3:10])[CH:4]([OH:9])[CH2:5][C:6]([OH:8])=[O:7])#[N:2].[C:12](=O)([O-])[O-].[K+].[K+].S(OC)(OC)(=O)=O.Cl. Product: [C:1]([C:3]([CH3:11])([CH3:10])[CH:4]([OH:9])[CH2:5][C:6]([O:8][CH3:12])=[O:7])#[N:2]. The catalyst class is: 575. (3) Reactant: [CH:1]1([N:7]2[C:11]3([CH2:16][CH2:15][NH:14][CH2:13][CH2:12]3)[C:10](=[O:17])[N:9]([CH2:18][C:19]3[CH:31]=[CH:30][CH:29]=[CH:28][C:20]=3[C:21]([O:23][C:24]([CH3:27])([CH3:26])[CH3:25])=[O:22])[CH2:8]2)[CH2:6][CH2:5][CH2:4][CH2:3][CH2:2]1.I[CH2:33][CH2:34][CH2:35][C:36]([C:38]1[CH:43]=[CH:42][CH:41]=[CH:40][CH:39]=1)=[O:37].C(=O)([O-])[O-].[K+].[K+]. Product: [CH:1]1([N:7]2[C:11]3([CH2:16][CH2:15][N:14]([CH2:33][CH2:34][CH2:35][C:36](=[O:37])[C:38]4[CH:43]=[CH:42][CH:41]=[CH:40][CH:39]=4)[CH2:13][CH2:12]3)[C:10](=[O:17])[N:9]([CH2:18][C:19]3[CH:31]=[CH:30][CH:29]=[CH:28][C:20]=3[C:21]([O:23][C:24]([CH3:26])([CH3:27])[CH3:25])=[O:22])[CH2:8]2)[CH2:2][CH2:3][CH2:4][CH2:5][CH2:6]1. The catalyst class is: 42. (4) Reactant: FC(F)(F)C(O)=O.[NH2:8][C:9]1[C:14]2=[C:15]([C:32]3[S:33][C:34]4[C:40]([O:41][CH3:42])=[CH:39][C:38]([CH3:43])=[CH:37][C:35]=4[CH:36]=3)[C:16]([CH2:18][N:19]3[CH2:24][CH2:23][N:22](C(OC(C)(C)C)=O)[CH2:21][CH2:20]3)=[CH:17][N:13]2[N:12]=[CH:11][N:10]=1.[ClH:44]. Product: [ClH:44].[ClH:44].[ClH:44].[CH3:42][O:41][C:40]1[C:34]2[S:33][C:32]([C:15]3[C:16]([CH2:18][N:19]4[CH2:24][CH2:23][NH:22][CH2:21][CH2:20]4)=[CH:17][N:13]4[C:14]=3[C:9]([NH2:8])=[N:10][CH:11]=[N:12]4)=[CH:36][C:35]=2[CH:37]=[C:38]([CH3:43])[CH:39]=1. The catalyst class is: 12. (5) Reactant: C([O:3][C:4](=[O:31])[CH2:5][CH2:6][CH2:7][O:8][C:9]1[C:14]([O:15][CH3:16])=[CH:13][C:12]([CH:17]([NH:19][NH:20][C:21]([O:23][C:24]([CH3:27])([CH3:26])[CH3:25])=[O:22])[CH3:18])=[C:11]([N+:28]([O-:30])=[O:29])[CH:10]=1)C.[Li+].[OH-].Cl. Product: [C:24]([O:23][C:21]([NH:20][NH:19][CH:17]([C:12]1[C:11]([N+:28]([O-:30])=[O:29])=[CH:10][C:9]([O:8][CH2:7][CH2:6][CH2:5][C:4]([OH:31])=[O:3])=[C:14]([O:15][CH3:16])[CH:13]=1)[CH3:18])=[O:22])([CH3:27])([CH3:25])[CH3:26]. The catalyst class is: 20. (6) Reactant: [C:1]([C:4]1[C:22](=[O:23])[C@@:8]2([CH3:24])[C:9]3[C:15]([OH:16])=[CH:14][C:13]([O:17][CH3:18])=[C:12]([C:19]([NH2:21])=[O:20])[C:10]=3[O:11][C:7]2=[CH:6][C:5]=1[OH:25])(=[O:3])[CH3:2].[Cl:26][C:27]1[C:36]2[C:31](=[CH:32][CH:33]=[CH:34][CH:35]=2)[C:30]([CH:37]=O)=[C:29]([CH3:39])[CH:28]=1.C([SiH](CC)CC)C.FC(F)(F)C(O)=O. Product: [C:1]([C:4]1[C:22](=[O:23])[C@@:8]2([CH3:24])[C:9]3[C:15]([OH:16])=[CH:14][C:13]([O:17][CH3:18])=[C:12]([C:19]([NH:21][CH2:37][C:30]4[C:31]5[C:36](=[CH:35][CH:34]=[CH:33][CH:32]=5)[C:27]([Cl:26])=[CH:28][C:29]=4[CH3:39])=[O:20])[C:10]=3[O:11][C:7]2=[CH:6][C:5]=1[OH:25])(=[O:3])[CH3:2]. The catalyst class is: 10.